Dataset: Full USPTO retrosynthesis dataset with 1.9M reactions from patents (1976-2016). Task: Predict the reactants needed to synthesize the given product. (1) Given the product [C:16]([O:15][C:13](/[C:11](/[CH3:12])=[CH:10]/[C:7]1[O:6][C:5]([C:3]([OH:4])=[O:2])=[CH:9][CH:8]=1)=[O:14])([CH3:19])([CH3:17])[CH3:18], predict the reactants needed to synthesize it. The reactants are: C[O:2][C:3]([C:5]1[O:6][C:7](/[CH:10]=[C:11](/[C:13]([O:15][C:16]([CH3:19])([CH3:18])[CH3:17])=[O:14])\[CH3:12])=[CH:8][CH:9]=1)=[O:4].[OH-].[Li+].Cl. (2) Given the product [Cl:8][C:6]1[CH:5]=[C:4]([C:9]2([C:26]([F:28])([F:29])[F:27])[CH2:10][C:11]([C:12]3[CH:24]=[CH:23][C:15]([C:16]([OH:18])=[O:17])=[C:14]([CH3:25])[CH:13]=3)=[CH:33][O:30]2)[CH:3]=[C:2]([Cl:1])[CH:7]=1, predict the reactants needed to synthesize it. The reactants are: [Cl:1][C:2]1[CH:3]=[C:4]([C:9]([OH:30])([C:26]([F:29])([F:28])[F:27])/[CH:10]=[CH:11]/[C:12]2[CH:24]=[CH:23][C:15]([C:16]([O:18]C(C)(C)C)=[O:17])=[C:14]([CH3:25])[CH:13]=2)[CH:5]=[C:6]([Cl:8])[CH:7]=1.P(OC1C=CC(C(C)(C)C)=CC=1C(C)(C)C)(OC1C=CC(C(C)(C)C)=CC=1C(C)(C)C)O[C:33]1C=CC(C(C)(C)C)=CC=1C(C)(C)C.[H][H].CC1C=CC(S(O)(=O)=O)=CC=1. (3) Given the product [Br:1][C:2]1[CH:3]=[C:4]([C@:7]2([CH3:23])[C:12](=[CH2:25])[C:11](=[O:13])[N:10]([CH3:14])[C:9](=[N:15][C:16](=[O:22])[O:17][C:18]([CH3:19])([CH3:21])[CH3:20])[NH:8]2)[S:5][CH:6]=1, predict the reactants needed to synthesize it. The reactants are: [Br:1][C:2]1[CH:3]=[C:4]([C@:7]2([CH3:23])[CH2:12][C:11](=[O:13])[N:10]([CH3:14])[C:9](=[N:15][C:16](=[O:22])[O:17][C:18]([CH3:21])([CH3:20])[CH3:19])[NH:8]2)[S:5][CH:6]=1.[Li+].[CH3:25][Si]([N-][Si](C)(C)C)(C)C. (4) The reactants are: [Cl:1][C:2]1[CH:3]=[C:4]([CH:15]=[O:16])[C:5]([NH:8]C(=O)C(C)(C)C)=[N:6][CH:7]=1. Given the product [NH2:8][C:5]1[C:4]([CH:15]=[O:16])=[CH:3][C:2]([Cl:1])=[CH:7][N:6]=1, predict the reactants needed to synthesize it. (5) Given the product [CH2:15]([C:12]1[CH:13]=[CH:14][C:9]([O:8][CH2:7][C:6]([O:5][C:1]([CH3:4])([CH3:3])[CH3:2])=[O:18])=[C:10]([C:24]2[CH:25]=[CH:26][C:21]([S:20][CH3:19])=[CH:22][CH:23]=2)[CH:11]=1)[CH3:16], predict the reactants needed to synthesize it. The reactants are: [C:1]([O:5][C:6](=[O:18])[CH2:7][O:8][C:9]1[CH:14]=[CH:13][C:12]([CH2:15][CH3:16])=[CH:11][C:10]=1I)([CH3:4])([CH3:3])[CH3:2].[CH3:19][S:20][C:21]1[CH:26]=[CH:25][C:24](B(O)O)=[CH:23][CH:22]=1. (6) Given the product [F:1][C:2]1[CH:7]=[CH:6][C:5]([S:8]([N:11]2[CH2:16][C@H:12]2[CH2:13][CH2:14][OH:15])(=[O:10])=[O:9])=[CH:4][CH:3]=1, predict the reactants needed to synthesize it. The reactants are: [F:1][C:2]1[CH:7]=[CH:6][C:5]([S:8]([NH:11][C@@H:12]([CH2:16]O)[CH2:13][CH2:14][OH:15])(=[O:10])=[O:9])=[CH:4][CH:3]=1.C1CCN(C(/N=N/C(N2CCCCC2)=O)=O)CC1.C(P(CCCC)CCCC)CCC. (7) Given the product [CH3:1][N:2]([CH3:23])[CH:3]1[CH2:7][CH2:6][N:5]([C:8]2[CH:13]=[CH:12][C:11]([NH:14][C:15]([C:17]3[O:18][C:19]([C:36]#[C:35][C:32]4[CH:33]=[CH:34][C:29]([O:28][CH2:24][CH2:25][CH2:26][CH3:27])=[CH:30][CH:31]=4)=[CH:20][CH:21]=3)=[O:16])=[CH:10][CH:9]=2)[CH2:4]1, predict the reactants needed to synthesize it. The reactants are: [CH3:1][N:2]([CH3:23])[CH:3]1[CH2:7][CH2:6][N:5]([C:8]2[CH:13]=[CH:12][C:11]([NH:14][C:15]([C:17]3[O:18][C:19](Br)=[CH:20][CH:21]=3)=[O:16])=[CH:10][CH:9]=2)[CH2:4]1.[CH2:24]([O:28][C:29]1[CH:34]=[CH:33][C:32]([C:35]#[CH:36])=[CH:31][CH:30]=1)[CH2:25][CH2:26][CH3:27].C(NC(C)C)(C)C.